Task: Predict the product of the given reaction.. Dataset: Forward reaction prediction with 1.9M reactions from USPTO patents (1976-2016) (1) Given the reactants [CH3:1][O:2][C:3](=[O:20])[C:4]1[CH:9]=[C:8]([NH2:10])[C:7]([S:11][CH2:12]C[Si](C)(C)C)=[C:6]([Cl:18])[C:5]=1[NH2:19].COC(=O)C1C=C(N)C([SH:31])=C(Cl)C=1N.C(=S)=S.[OH-].[Na+], predict the reaction product. The product is: [CH3:1][O:2][C:3]([C:4]1[C:5]([NH2:19])=[C:6]([Cl:18])[CH:7]2[S:11][C:12]([SH:31])=[N:10][CH:8]2[CH:9]=1)=[O:20]. (2) Given the reactants O=[C:2]([CH3:15])[CH2:3][O:4][C:5]1[CH:14]=[CH:13][C:8]([C:9]([O:11][CH3:12])=[O:10])=[CH:7][CH:6]=1.[F:16][C:17]1[CH:22]=[CH:21][C:20]([NH:23][NH2:24])=[CH:19][CH:18]=1, predict the reaction product. The product is: [F:16][C:17]1[CH:22]=[CH:21][C:20]([NH:23]/[N:24]=[C:2](/[CH3:15])\[CH2:3][O:4][C:5]2[CH:6]=[CH:7][C:8]([C:9]([O:11][CH3:12])=[O:10])=[CH:13][CH:14]=2)=[CH:19][CH:18]=1. (3) The product is: [C:1]([C:5]1[N:6]=[C:7]([N:16]2[CH2:20][CH2:19][C:18]([F:21])([F:22])[CH2:17]2)[C:8]2[N:13]=[N:12][N:11]([CH2:14][C:15]3[O:49][N:48]=[C:47]([C:50]([F:53])([F:52])[F:51])[N:46]=3)[C:9]=2[N:10]=1)([CH3:2])([CH3:3])[CH3:4]. Given the reactants [C:1]([C:5]1[N:6]=[C:7]([N:16]2[CH2:20][CH2:19][C:18]([F:22])([F:21])[CH2:17]2)[C:8]2[N:13]=[N:12][N:11]([CH2:14][CH3:15])[C:9]=2[N:10]=1)([CH3:4])([CH3:3])[CH3:2].C(C1N=C(N2CCC(F)(F)C2)C2N=NNC=2N=1)(C)(C)C.ClCC1[O:49][N:48]=[C:47]([C:50]([F:53])([F:52])[F:51])[N:46]=1, predict the reaction product.